From a dataset of Full USPTO retrosynthesis dataset with 1.9M reactions from patents (1976-2016). Predict the reactants needed to synthesize the given product. (1) Given the product [F:25][C:26]([F:34])([F:35])[C:27]1[CH:28]=[C:29]([NH:33][C:17]([C:16]2[CH:15]=[C:14]([CH:22]=[CH:21][CH:20]=2)[C:13]([OH:24])=[O:23])=[O:19])[CH:30]=[CH:31][CH:32]=1, predict the reactants needed to synthesize it. The reactants are: Cl.CN(C)CCCN=C=NCC.[C:13]([OH:24])(=[O:23])[C:14]1[CH:22]=[CH:21][CH:20]=[C:16]([C:17]([OH:19])=O)[CH:15]=1.[F:25][C:26]([F:35])([F:34])[C:27]1[CH:28]=[C:29]([NH2:33])[CH:30]=[CH:31][CH:32]=1. (2) Given the product [CH3:3][S:4]([C:7]1[CH:8]=[C:9]([CH2:10][OH:11])[CH:12]=[CH:13][CH:14]=1)(=[O:5])=[O:6], predict the reactants needed to synthesize it. The reactants are: [BH4-].[Na+].[CH3:3][S:4]([C:7]1[CH:8]=[C:9]([CH:12]=[CH:13][CH:14]=1)[CH:10]=[O:11])(=[O:6])=[O:5].O. (3) Given the product [Cl:1][C:2]1[CH:7]=[CH:6][C:5]([C:8]2[N:12]([CH:13]3[CH2:14][CH2:15]3)[C:11](=[O:16])[N:10]([CH2:17][C:18]([NH:21][CH2:22][CH:23]([NH:34][C:35](=[O:41])[O:36][C:37]([CH3:38])([CH3:40])[CH3:39])[C:24]3[CH:29]=[CH:28][CH:27]=[CH:26][C:25]=3[C:30]([F:33])([F:32])[F:31])=[O:19])[N:9]=2)=[CH:4][CH:3]=1, predict the reactants needed to synthesize it. The reactants are: [Cl:1][C:2]1[CH:7]=[CH:6][C:5]([C:8]2[N:12]([CH:13]3[CH2:15][CH2:14]3)[C:11](=[O:16])[N:10]([CH2:17][C:18](O)=[O:19])[N:9]=2)=[CH:4][CH:3]=1.[NH2:21][CH2:22][CH:23]([NH:34][C:35](=[O:41])[O:36][C:37]([CH3:40])([CH3:39])[CH3:38])[C:24]1[CH:29]=[CH:28][CH:27]=[CH:26][C:25]=1[C:30]([F:33])([F:32])[F:31]. (4) Given the product [Cl:3][C:4]1[CH:16]=[CH:15][C:7]([CH:8]([OH:9])[CH:10]2[CH2:12][CH:11]2[C:13]#[N:14])=[C:6]([O:17][CH3:18])[CH:5]=1, predict the reactants needed to synthesize it. The reactants are: [BH4-].[Na+].[Cl:3][C:4]1[CH:16]=[CH:15][C:7]([C:8]([CH:10]2[CH2:12][CH:11]2[C:13]#[N:14])=[O:9])=[C:6]([O:17][CH3:18])[CH:5]=1.[Cl-].[NH4+]. (5) Given the product [CH3:19][O:18][C@@H:5]([CH2:6][C:7]1[CH:8]=[CH:9][C:10]([O:13][CH2:14][CH2:15][CH2:16][O:27][C:21]2[CH:26]=[CH:25][CH:24]=[CH:23][CH:22]=2)=[CH:11][CH:12]=1)[C:4]([OH:3])=[O:20], predict the reactants needed to synthesize it. The reactants are: C([O:3][C:4](=[O:20])[C@@H:5]([O:18][CH3:19])[CH2:6][C:7]1[CH:12]=[CH:11][C:10]([O:13][CH2:14][CH2:15][CH2:16]Br)=[CH:9][CH:8]=1)C.[C:21]1([OH:27])[CH:26]=[CH:25][CH:24]=[CH:23][CH:22]=1.C(=O)([O-])[O-].[Cs+].[Cs+]. (6) Given the product [CH3:1][O:2][C:3]1[CH:8]=[CH:7][C:6]([N:9]([CH3:22])[S:10]([C:13]2[CH:14]=[CH:15][C:16]([C:17]([NH:23][C:24]3[CH:29]=[CH:28][N:27]=[CH:26][CH:25]=3)=[O:18])=[CH:20][CH:21]=2)(=[O:11])=[O:12])=[CH:5][CH:4]=1, predict the reactants needed to synthesize it. The reactants are: [CH3:1][O:2][C:3]1[CH:8]=[CH:7][C:6]([N:9]([CH3:22])[S:10]([C:13]2[CH:21]=[CH:20][C:16]([C:17](O)=[O:18])=[CH:15][CH:14]=2)(=[O:12])=[O:11])=[CH:5][CH:4]=1.[NH2:23][C:24]1[CH:29]=[CH:28][N:27]=[CH:26][CH:25]=1. (7) Given the product [CH:1]1([N:4]2[C:8]([NH2:9])=[CH:7][N:6]=[CH:5]2)[CH2:3][CH2:2]1, predict the reactants needed to synthesize it. The reactants are: [CH:1]1([N:4]2[C:8]([N+:9]([O-])=O)=[CH:7][N:6]=[CH:5]2)[CH2:3][CH2:2]1. (8) Given the product [F:21][C:22]([F:35])([F:34])[S:23]([O:11][C:5]1[C:4]([C:12]#[N:13])=[CH:3][C:2]([Br:1])=[C:7]([CH:8]([CH3:10])[CH3:9])[N:6]=1)(=[O:25])=[O:24], predict the reactants needed to synthesize it. The reactants are: [Br:1][C:2]1[CH:3]=[C:4]([C:12]#[N:13])[C:5](=[O:11])[NH:6][C:7]=1[CH:8]([CH3:10])[CH3:9].C(N(CC)CC)C.[F:21][C:22]([F:35])([F:34])[S:23](O[S:23]([C:22]([F:35])([F:34])[F:21])(=[O:25])=[O:24])(=[O:25])=[O:24].